This data is from Peptide-MHC class I binding affinity with 185,985 pairs from IEDB/IMGT. The task is: Regression. Given a peptide amino acid sequence and an MHC pseudo amino acid sequence, predict their binding affinity value. This is MHC class I binding data. (1) The peptide sequence is RVYLQGHGY. The binding affinity (normalized) is 0.0847. The MHC is HLA-A01:01 with pseudo-sequence HLA-A01:01. (2) The peptide sequence is GVIYIMIISK. The MHC is HLA-A68:01 with pseudo-sequence HLA-A68:01. The binding affinity (normalized) is 0.350.